This data is from Reaction yield outcomes from USPTO patents with 853,638 reactions. The task is: Predict the reaction yield, written as a fraction of the theoretical maximum amount of product (1.0 means a 100% yield; for example, 0.34 means a 34% yield). (1) The reactants are [F:1][C:2]([F:34])([F:33])[CH:3]([C:24]1[CH:29]=[C:28]([Cl:30])[C:27]([Cl:31])=[C:26]([Cl:32])[CH:25]=1)/[CH:4]=[CH:5]/[C:6]1[CH:23]=[CH:22][C:9]([O:10][N:11]2C(=O)C3C(=CC=CC=3)C2=O)=[CH:8][CH:7]=1.O.NN. The catalyst is CCO. The product is [F:34][C:2]([F:1])([F:33])[CH:3]([C:24]1[CH:25]=[C:26]([Cl:32])[C:27]([Cl:31])=[C:28]([Cl:30])[CH:29]=1)/[CH:4]=[CH:5]/[C:6]1[CH:23]=[CH:22][C:9]([O:10][NH2:11])=[CH:8][CH:7]=1. The yield is 0.530. (2) The reactants are [NH2:1][C@H:2]1[CH2:7][CH2:6][N:5]([CH2:8][CH2:9][N:10]2[C:19]3[C:14](=[C:15]([F:21])[CH:16]=[C:17]([F:20])[CH:18]=3)[CH:13]=[CH:12][C:11]2=[O:22])[CH2:4][C@H:3]1[OH:23].[O:24]=[C:25]1[CH2:30][O:29][C:28]2[CH:31]=[CH:32][C:33]([CH:35]=O)=[N:34][C:27]=2[NH:26]1.C(O[BH-](OC(=O)C)OC(=O)C)(=O)C.[Na+]. No catalyst specified. The product is [F:21][C:15]1[CH:16]=[C:17]([F:20])[CH:18]=[C:19]2[C:14]=1[CH:13]=[CH:12][C:11](=[O:22])[N:10]2[CH2:9][CH2:8][N:5]1[CH2:6][CH2:7][C@H:2]([NH:1][CH2:35][C:33]2[CH:32]=[CH:31][C:28]3[O:29][CH2:30][C:25](=[O:24])[NH:26][C:27]=3[N:34]=2)[C@H:3]([OH:23])[CH2:4]1. The yield is 0.710. (3) The reactants are CC1(C)C(C)(C)OB([C:9]2[CH2:14][CH2:13][N:12]([C:15]([O:17][C:18]([CH3:21])([CH3:20])[CH3:19])=[O:16])[CH2:11][CH:10]=2)O1.[NH2:23][C:24]1[C:29]([N+:30]([O-:32])=[O:31])=[CH:28][CH:27]=[C:26](Cl)[N:25]=1.C(Cl)Cl.C([O-])([O-])=O.[Na+].[Na+]. The catalyst is O1CCOCC1.CCCC[N+](CCCC)(CCCC)CCCC.[Br-].O.C1C=CC(P(C2C=CC=CC=2)[C-]2C=CC=C2)=CC=1.C1C=CC(P(C2C=CC=CC=2)[C-]2C=CC=C2)=CC=1.Cl[Pd]Cl.[Fe+2]. The product is [NH2:23][C:24]1[N:25]=[C:26]([C:9]2[CH2:14][CH2:13][N:12]([C:15]([O:17][C:18]([CH3:19])([CH3:20])[CH3:21])=[O:16])[CH2:11][CH:10]=2)[CH:27]=[CH:28][C:29]=1[N+:30]([O-:32])=[O:31]. The yield is 0.900. (4) The reactants are C(OC([N:8]1[CH2:13][CH2:12][N:11]([C:14]2[CH:19]=[CH:18][CH:17]=[C:16]([C:20]3[N:28]4[C:23]([C:24]([NH2:29])=[N:25][CH:26]=[N:27]4)=[C:22]([C:30]4[CH:31]=[CH:32][C:33]5[C:37]([CH:38]=4)=[N:36][N:35]([CH2:39][C:40]4[CH:45]=[CH:44][CH:43]=[CH:42][CH:41]=4)[CH:34]=5)[CH:21]=3)[CH:15]=2)[CH2:10][CH2:9]1)=O)(C)(C)C.C(O)(C(F)(F)F)=O. The catalyst is C(Cl)Cl. The product is [CH2:39]([N:35]1[CH:34]=[C:33]2[C:37]([CH:38]=[C:30]([C:22]3[CH:21]=[C:20]([C:16]4[CH:17]=[CH:18][CH:19]=[C:14]([N:11]5[CH2:12][CH2:13][NH:8][CH2:9][CH2:10]5)[CH:15]=4)[N:28]4[C:23]=3[C:24]([NH2:29])=[N:25][CH:26]=[N:27]4)[CH:31]=[CH:32]2)=[N:36]1)[C:40]1[CH:45]=[CH:44][CH:43]=[CH:42][CH:41]=1. The yield is 0.300. (5) The reactants are [F:1][C:2]1[CH:7]=[CH:6][C:5]([C:8]2[S:9][C:10]3[N:11]=[C:12]([NH2:19])[N:13]=[C:14](SC)[C:15]=3[N:16]=2)=[CH:4][CH:3]=1.Cl.[CH3:21][O:22][CH2:23][CH2:24][OH:25]. No catalyst specified. The product is [F:1][C:2]1[CH:7]=[CH:6][C:5]([C:8]2[S:9][C:10]3[N:11]=[C:12]([NH2:19])[N:13]=[C:14]([O:25][CH2:24][CH2:23][O:22][CH3:21])[C:15]=3[N:16]=2)=[CH:4][CH:3]=1. The yield is 0.800. (6) The reactants are [I:1][C:2]1[CH:10]=[C:9]([O:11][CH3:12])[C:5]([C:6]([OH:8])=[O:7])=[C:4]([O:13][CH3:14])[CH:3]=1.CN(C)C=O.[C:20](Cl)(=O)[C:21](Cl)=O.C(N(CC)CC)C. The catalyst is C(Cl)Cl.C(O)C. The product is [CH2:20]([O:7][C:6]([C:5]1[C:4]([O:13][CH3:14])=[CH:3][C:2]([I:1])=[CH:10][C:9]=1[O:11][CH3:12])=[O:8])[CH3:21]. The yield is 0.970. (7) The reactants are [C:1]([O:5][C:6]([NH:8][C:9]1[CH:14]=[CH:13][C:12]([S:15][C:16]2[CH:24]=[CH:23][C:19]([C:20](O)=[O:21])=[CH:18][C:17]=2[NH:25][C:26]2[C:27]3[CH:35]=[CH:34][C:33]([CH:36]([CH3:38])[CH3:37])=[N:32][C:28]=3[N:29]=[CH:30][N:31]=2)=[CH:11][CH:10]=1)=[O:7])([CH3:4])([CH3:3])[CH3:2].[CH:39]1[CH:44]=[CH:43][C:42]([C@@H:45]([NH2:48])[CH2:46][OH:47])=[CH:41][CH:40]=1. No catalyst specified. The product is [C:1]([O:5][C:6](=[O:7])[NH:8][C:9]1[CH:10]=[CH:11][C:12]([S:15][C:16]2[CH:24]=[CH:23][C:19]([C:20](=[O:21])[NH:48][C@H:45]([C:42]3[CH:43]=[CH:44][CH:39]=[CH:40][CH:41]=3)[CH2:46][OH:47])=[CH:18][C:17]=2[NH:25][C:26]2[C:27]3[CH:35]=[CH:34][C:33]([CH:36]([CH3:37])[CH3:38])=[N:32][C:28]=3[N:29]=[CH:30][N:31]=2)=[CH:13][CH:14]=1)([CH3:3])([CH3:4])[CH3:2]. The yield is 0.700. (8) The reactants are [F:1][C:2]1[CH:7]=[CH:6][CH:5]=[C:4]([F:8])[C:3]=1[O:9][C:10]1[CH:15]=[CH:14][C:13]([N+:16]([O-])=O)=[CH:12][CH:11]=1.O.NN. The catalyst is CO.[Ni]. The product is [F:1][C:2]1[CH:7]=[CH:6][CH:5]=[C:4]([F:8])[C:3]=1[O:9][C:10]1[CH:11]=[CH:12][C:13]([NH2:16])=[CH:14][CH:15]=1. The yield is 0.910.